From a dataset of Forward reaction prediction with 1.9M reactions from USPTO patents (1976-2016). Predict the product of the given reaction. (1) Given the reactants [Cl:1][C:2]1[CH:7]=[C:6]([N:8]([CH:10]([CH3:13])[CH2:11][OH:12])[CH3:9])[NH:5][C:4](=[O:14])[N:3]=1.C(N(CC)CC)C.[CH3:22][S:23](Cl)(=[O:25])=[O:24], predict the reaction product. The product is: [CH3:22][S:23]([O:12][CH2:11][CH:10]([N:8]([C:6]1[NH:5][C:4](=[O:14])[N:3]=[C:2]([Cl:1])[CH:7]=1)[CH3:9])[CH3:13])(=[O:25])=[O:24]. (2) Given the reactants [CH2:1]([N:3](C(OC(C)(C)C)=O)[NH2:4])[CH3:2].O[CH:13]=[C:14]1[C:23]2([CH2:28][CH2:27][N:26]([C:29]([O:31][CH2:32][C:33]3[CH:38]=[CH:37][CH:36]=[CH:35][CH:34]=3)=[O:30])[CH2:25][CH2:24]2)[O:22][C:21]2[C:16](=[CH:17][CH:18]=[CH:19][CH:20]=2)[C:15]1=O.C(O)(C(F)(F)F)=O.NN, predict the reaction product. The product is: [CH2:1]([N:3]1[C:15]2[C:16]3[CH:17]=[CH:18][CH:19]=[CH:20][C:21]=3[O:22][C:23]3([CH2:28][CH2:27][N:26]([C:29]([O:31][CH2:32][C:33]4[CH:38]=[CH:37][CH:36]=[CH:35][CH:34]=4)=[O:30])[CH2:25][CH2:24]3)[C:14]=2[CH:13]=[N:4]1)[CH3:2]. (3) Given the reactants [C:1]([N:4]1[C:12]2[C:7](=[CH:8][CH:9]=[C:10]([C:13]([O:15][CH3:16])=[O:14])[CH:11]=2)[CH2:6][C:5]1=[O:17])(=[O:3])[CH3:2].[CH:18](OCC)(OCC)[O:19][CH2:20][CH3:21], predict the reaction product. The product is: [C:1]([N:4]1[C:12]2[C:7](=[CH:8][CH:9]=[C:10]([C:13]([O:15][CH3:16])=[O:14])[CH:11]=2)[C:6](=[CH:18][O:19][CH2:20][CH3:21])[C:5]1=[O:17])(=[O:3])[CH3:2].